The task is: Predict the reaction yield, written as a fraction of the theoretical maximum amount of product (1.0 means a 100% yield; for example, 0.34 means a 34% yield).. This data is from Reaction yield outcomes from USPTO patents with 853,638 reactions. (1) The reactants are [F:1][C:2]1[CH:3]=[C:4]([Mg]Br)[CH:5]=[CH:6][CH:7]=1.[Si:10]([O:17][C@@H:18]([CH2:22]Cl)[CH2:19][C:20]#[N:21])([C:13]([CH3:16])([CH3:15])[CH3:14])([CH3:12])[CH3:11].COCCOC.[OH-].[Na+]. The catalyst is CC(OC)(C)C.[Cl-].[Na+].O.CCO. The product is [Si:10]([O:17][C@@H:18]1[CH2:19][C:20]([C:4]2[CH:5]=[CH:6][CH:7]=[C:2]([F:1])[CH:3]=2)=[N:21][CH2:22]1)([C:13]([CH3:16])([CH3:15])[CH3:14])([CH3:12])[CH3:11]. The yield is 1.07. (2) The reactants are [F:1][CH2:2][CH2:3][O:4][CH2:5][CH2:6][O:7][CH2:8][CH2:9][O:10][C:11]1[CH:16]=[CH:15][C:14](/[CH:17]=[CH:18]/[C:19]2[CH:24]=[CH:23][C:22]([N+:25]([O-])=O)=[CH:21][CH:20]=2)=[CH:13][N:12]=1.Cl.[OH-].[Na+].ClCCl. The catalyst is C(O)C. The product is [F:1][CH2:2][CH2:3][O:4][CH2:5][CH2:6][O:7][CH2:8][CH2:9][O:10][C:11]1[CH:16]=[CH:15][C:14](/[CH:17]=[CH:18]/[C:19]2[CH:24]=[CH:23][C:22]([NH2:25])=[CH:21][CH:20]=2)=[CH:13][N:12]=1. The yield is 0.580. (3) The reactants are [F:1][C:2]1[CH:3]=[C:4]([OH:11])[CH:5]=[CH:6][C:7]=1[N+:8]([O-:10])=[O:9].[CH2:12](Br)[C:13]1[CH:18]=[CH:17][CH:16]=[CH:15][CH:14]=1.C([O-])([O-])=O.[K+].[K+].O. The catalyst is CC(C)=O. The product is [CH2:12]([O:11][C:4]1[CH:5]=[CH:6][C:7]([N+:8]([O-:10])=[O:9])=[C:2]([F:1])[CH:3]=1)[C:13]1[CH:18]=[CH:17][CH:16]=[CH:15][CH:14]=1. The yield is 0.920. (4) The reactants are Br[C:2]1[CH:7]=[CH:6][C:5]([Cl:8])=[C:4]([F:9])[CH:3]=1.[CH3:10][C:11]1([CH3:27])[C:15]([CH3:17])([CH3:16])[O:14][B:13]([B:13]2[O:14][C:15]([CH3:17])([CH3:16])[C:11]([CH3:27])([CH3:10])[O:12]2)[O:12]1.C([O-])(=O)C.[K+]. The catalyst is CS(C)=O.CCOC(C)=O.Cl[Pd]Cl. The product is [Cl:8][C:5]1[CH:6]=[CH:7][C:2]([B:13]2[O:14][C:15]([CH3:17])([CH3:16])[C:11]([CH3:27])([CH3:10])[O:12]2)=[CH:3][C:4]=1[F:9]. The yield is 0.429. (5) The reactants are [CH2:1]([N:8]1[C:16]2[C:11](=[C:12]([C:17]3[CH:22]=[CH:21][C:20]([C:23]([F:26])([F:25])[F:24])=[CH:19][CH:18]=3)[CH:13]=[CH:14][CH:15]=2)[CH:10]=[CH:9]1)[C:2]1[CH:7]=[CH:6][CH:5]=[CH:4][CH:3]=1.[C:27](Cl)(=[O:31])[C:28](Cl)=[O:29].[CH2:33]([OH:35])[CH3:34]. No catalyst specified. The product is [CH2:1]([N:8]1[C:16]2[C:11](=[C:12]([C:17]3[CH:18]=[CH:19][C:20]([C:23]([F:26])([F:24])[F:25])=[CH:21][CH:22]=3)[CH:13]=[CH:14][CH:15]=2)[C:10]([C:27](=[O:31])[C:28]([O:35][CH2:33][CH3:34])=[O:29])=[CH:9]1)[C:2]1[CH:3]=[CH:4][CH:5]=[CH:6][CH:7]=1. The yield is 0.190.